This data is from Drug-target binding data from BindingDB using IC50 measurements. The task is: Regression. Given a target protein amino acid sequence and a drug SMILES string, predict the binding affinity score between them. We predict pIC50 (pIC50 = -log10(IC50 in M); higher means more potent). Dataset: bindingdb_ic50. (1) The pIC50 is 4.5. The target protein sequence is MKTRITELLKIDYPIFQGGMAWVADGDLAGAVSKAGGLGIIGGGNAPKEVVKANIDKIKSLTDKPFGVNIMLLSPFVEDIVDLVIEEGVKVVTTGAGNPSKYMERFHEAGIIVIPVVPSVALAKRMEKIGADAVIAEGMEAGGHIGKLTTMTLVRQVATAISIPVIAAGGIADGEGAAAGFMLGAEAVQVGTRFVVAKESNAHPNYKEKILKARDIDTTISAQHFGHAVRAIKNQLTRDFELAEKDAFKQEDPDLEIFEQMGAGALAKAVVHGDVDGGSVMAGQIAGLVSKEETAEEILKDLYYGAAKKIQEEASRWTGVVRND. The drug is Cc1c(Cc2c(Cl)cccc2Cl)c(=O)ccn1CCc1ccc(-c2c[nH]c(CNC(=O)Nc3ncc[nH]3)n2)cc1. (2) The drug is CC(C)C(NC(=O)C1CCCN1C(=O)C(CCCNC(=N)N)NC(=O)C1NC(=O)C(Cc2c[nH]c3ccccc23)NC(=O)C(CCCNC(=N)N)NC(=O)[C@H](Cc2ccccc2)NC(=O)C(Cc2cnc[nH]2)NC(=O)C(CCC(=O)O)NC(=O)C2S[Re-]3([O-])(S1)SC(NC(=O)CN1CCN(CC(=O)O)CCN(CC(=O)O)CCN(CC(=O)O)CC1)C(=O)N23)C(=O)O. The target protein (Q01727) has sequence MSTQEPQKSLLGSLNSNATSHLGLATNQSEPWCLYVSIPDGLFLSLGLVSLVENVLVVIAITKNRNLHSPMYYFICCLALSDLMVSVSIVLETTIILLLEAGILVARVALVQQLDNLIDVLICGSMVSSLCFLGIIAIDRYISIFYALRYHSIVTLPRARRAVVGIWMVSIVSSTLFITYYKHTAVLLCLVTFFLAMLALMAILYAHMFTRACQHAQGIAQLHKRRRSIRQGFCLKGAATLTILLGIFFLCWGPFFLHLLLIVLCPQHPTCSCIFKNFNLFLLLIVLSSTVDPLIYAFRSQELRMTLKEVLLCSW. The pIC50 is 9.6. (3) The drug is CCc1oc2ccc(O)cc2c1C(=O)c1ccc(O)cc1. The target protein (Q99504) has sequence MEEEQDLPEQPVKKAKMQESGEQTISQVSNPDVSDQKPETSSLASNLPMSEEIMTCTDYIPRSSNDYTSQMYSAKPYAHILSVPVSETAYPGQTQYQTLQQTQPYAVYPQATQTYGLPPFGALWPGMKPESGLIQTPSPSQHSVLTCTTGLTTSQPSPAHYSYPIQASSTNASLISTSSTIANIPAAAVASISNQDYPTYTILGQNQYQACYPSSSFGVTGQTNSDAESTTLAATTYQSEKPSVMAPAPAAQRLSSGDPSTSPSLSQTTPSKDTDDQSRKNMTSKNRGKRKADATSSQDSELERVFLWDLDETIIIFHSLLTGSYAQKYGKDPTVVIGSGLTMEEMIFEVADTHLFFNDLEECDQVHVEDVASDDNGQDLSNYSFSTDGFSGSGGSGSHGSSVGVQGGVDWMRKLAFRYRKVREIYDKHKSNVGGLLSPQRKEALQRLRAEIEVLTDSWLGTALKSLLLIQSRKNCVNVLITTTQLVPALAKVLLYGLGE.... The pIC50 is 4.1. (4) The drug is O=C1N=C(S)SC1=Cc1ccccc1. The target protein (P18440) has sequence MDIEAYLERIGYKKSRNKLDLETLTDILQHQIRAVPFENLNIHCGDAMDLGLEAIFDQVVRRNRGGWCLQVNHLLYWALTTIGFETTMLGGYVYSTPAKKYSTGMIHLLLQVTIDGRNYIVDAGFGRSYQMWQPLELISGKDQPQVPCVFRLTEENGFWYLDQIRREQYIPNEEFLHSDLLEDSKYRKIYSFTLKPRTIEDFESMNTYLQTSPSSVFTSKSFCSLQTPDGVHCLVGFTLTHRRFNYKDNTDLIEFKTLSEEEIEKVLKNIFNISLQRKLVPKHGDRFFTI. The pIC50 is 4.9.